From a dataset of Reaction yield outcomes from USPTO patents with 853,638 reactions. Predict the reaction yield, written as a fraction of the theoretical maximum amount of product (1.0 means a 100% yield; for example, 0.34 means a 34% yield). (1) The reactants are [Br:1][C:2]1[CH:7]=[C:6]([C:8]([CH3:11])([CH3:10])[CH3:9])[CH:5]=[CH:4][C:3]=1[NH2:12].[N+:13]([O-])([O-:15])=[O:14].[K+]. The catalyst is OS(O)(=O)=O. The product is [Br:1][C:2]1[CH:7]=[C:6]([C:8]([CH3:9])([CH3:11])[CH3:10])[C:5]([N+:13]([O-:15])=[O:14])=[CH:4][C:3]=1[NH2:12]. The yield is 0.780. (2) The reactants are F[P-](F)(F)(F)(F)F.N1(O[P+](N(C)C)(N(C)C)N(C)C)C2C=CC=CC=2N=N1.[CH:28]1([CH2:33][CH:34]([C:38]2[CH:43]=[CH:42][C:41]([Cl:44])=[C:40]([Cl:45])[CH:39]=2)[C:35]([OH:37])=O)[CH2:32][CH2:31][CH2:30][CH2:29]1.C(N(CC)C(C)C)(C)C.[NH2:55][C:56]1[O:57][CH:58]=[CH:59][N:60]=1. The catalyst is CN(C)C=O. The product is [CH:28]1([CH2:33][CH:34]([C:38]2[CH:43]=[CH:42][C:41]([Cl:44])=[C:40]([Cl:45])[CH:39]=2)[C:35]([NH:55][C:56]2[O:57][CH:58]=[CH:59][N:60]=2)=[O:37])[CH2:29][CH2:30][CH2:31][CH2:32]1. The yield is 0.470.